Dataset: Full USPTO retrosynthesis dataset with 1.9M reactions from patents (1976-2016). Task: Predict the reactants needed to synthesize the given product. (1) Given the product [CH3:1][O:2][C:3](=[O:16])[C:4]1[CH:9]=[C:8]([NH2:10])[C:7]([OH:13])=[C:6]([F:14])[C:5]=1[F:15], predict the reactants needed to synthesize it. The reactants are: [CH3:1][O:2][C:3](=[O:16])[C:4]1[CH:9]=[C:8]([N+:10]([O-])=O)[C:7]([OH:13])=[C:6]([F:14])[C:5]=1[F:15]. (2) The reactants are: [NH2:1][C:2]1[C:3]([C:12](=[O:14])[NH2:13])=[N:4][S:5][C:6]=1[C:7]([O:9]CC)=O.C(O)(=O)C.[CH:19](N)=[NH:20].C(N)=O. Given the product [O:9]=[C:7]1[NH:20][CH:19]=[N:1][C:2]2[C:3]([C:12]([NH2:13])=[O:14])=[N:4][S:5][C:6]1=2, predict the reactants needed to synthesize it. (3) The reactants are: [Cl:1][C:2]1[CH:7]=[CH:6][C:5]([N:8]2[C:16](=[O:17])[C:15]3[N:14]=[CH:13][N:12]([C:18]4[CH:19]=[C:20]([NH:24][S:25]([CH3:28])(=[O:27])=[O:26])[CH:21]=[CH:22][CH:23]=4)[C:11]=3[N:10]=[C:9]2[C:29]2[CH:34]=[CH:33][C:32](B3OC(C)(C)C(C)(C)O3)=[CH:31][CH:30]=2)=[CH:4][CH:3]=1.[NH2:44][C:45]1[CH:50]=[CH:49][C:48](Br)=[CH:47][N:46]=1.C(=O)([O-])[O-].[Cs+].[Cs+]. Given the product [NH2:44][C:45]1[N:46]=[CH:47][C:48]([C:32]2[CH:33]=[CH:34][C:29]([C:9]3[N:8]([C:5]4[CH:4]=[CH:3][C:2]([Cl:1])=[CH:7][CH:6]=4)[C:16](=[O:17])[C:15]4[N:14]=[CH:13][N:12]([C:18]5[CH:19]=[C:20]([NH:24][S:25]([CH3:28])(=[O:27])=[O:26])[CH:21]=[CH:22][CH:23]=5)[C:11]=4[N:10]=3)=[CH:30][CH:31]=2)=[CH:49][CH:50]=1, predict the reactants needed to synthesize it. (4) Given the product [NH:4]1[C:5]2[CH:10]=[C:9]([CH2:11][NH:12][C:14]([NH:13][C:16]3[CH:21]=[CH:20][C:19]([O:22][CH3:23])=[C:18]([O:24][CH3:25])[CH:17]=3)=[O:15])[CH:8]=[CH:7][C:6]=2[N:2]=[CH:3]1, predict the reactants needed to synthesize it. The reactants are: Cl.[NH:2]1[C:6]2[CH:7]=[CH:8][C:9]([CH2:11][NH2:12])=[CH:10][C:5]=2[N:4]=[CH:3]1.[N:13]([C:16]1[CH:21]=[CH:20][C:19]([O:22][CH3:23])=[C:18]([O:24][CH3:25])[CH:17]=1)=[C:14]=[O:15].C(N(CC)CC)C. (5) Given the product [N:12]1[CH:11]=[CH:10][CH:9]=[C:3]([C:4]([O:6][CH2:7][CH3:8])=[O:5])[C:2]=1[C:16]1[CH:17]=[CH:18][N:13]=[CH:14][CH:15]=1, predict the reactants needed to synthesize it. The reactants are: Cl[C:2]1[N:12]=[CH:11][CH:10]=[CH:9][C:3]=1[C:4]([O:6][CH2:7][CH3:8])=[O:5].[N:13]1[CH:18]=[CH:17][C:16](B(O)O)=[CH:15][CH:14]=1.C(=O)([O-])[O-].[Na+].[Na+].COCCOC. (6) Given the product [CH3:1][O:2][C:3](=[O:37])[CH:4]([C:9]1[CH:10]=[C:11]([C:27]2[CH:28]=[CH:29][C:30]([C:33]([F:34])([F:35])[F:36])=[CH:31][CH:32]=2)[CH:12]=[C:13]([N:15]([CH2:38][CH2:39][CH:40]([CH3:42])[CH3:41])[CH2:16][C:17]2[CH:22]=[CH:21][C:20]([C:23]([F:25])([F:24])[F:26])=[CH:19][CH:18]=2)[CH:14]=1)[CH2:5][CH:6]([CH3:8])[CH3:7], predict the reactants needed to synthesize it. The reactants are: [CH3:1][O:2][C:3](=[O:37])[CH:4]([C:9]1[CH:10]=[C:11]([C:27]2[CH:32]=[CH:31][C:30]([C:33]([F:36])([F:35])[F:34])=[CH:29][CH:28]=2)[CH:12]=[C:13]([NH:15][CH2:16][C:17]2[CH:22]=[CH:21][C:20]([C:23]([F:26])([F:25])[F:24])=[CH:19][CH:18]=2)[CH:14]=1)[CH2:5][CH:6]([CH3:8])[CH3:7].[CH:38](=O)[CH2:39][CH:40]([CH3:42])[CH3:41]. (7) Given the product [OH:3][N:2]=[C:14]1[CH2:15][CH2:16][N:11]([C:4]([O:6][C:7]([CH3:10])([CH3:9])[CH3:8])=[O:5])[CH2:12][CH2:13]1, predict the reactants needed to synthesize it. The reactants are: Cl.[NH2:2][OH:3].[C:4]([N:11]1[CH2:16][CH2:15][C:14](=O)[CH2:13][CH2:12]1)([O:6][C:7]([CH3:10])([CH3:9])[CH3:8])=[O:5].C([O-])(=O)C.[Na+].